The task is: Predict which catalyst facilitates the given reaction.. This data is from Catalyst prediction with 721,799 reactions and 888 catalyst types from USPTO. (1) Reactant: [CH:1]1([CH2:5][O:6][CH2:7][C:8]2([CH:21]=O)[CH2:13][CH2:12][N:11]([C:14]([O:16][C:17]([CH3:20])([CH3:19])[CH3:18])=[O:15])[CH2:10][CH2:9]2)[CH2:4][CH2:3][CH2:2]1.C(O)(=O)C.[C:27]1([C@@H:33]2[CH2:35][C@H:34]2[NH2:36])[CH:32]=[CH:31][CH:30]=[CH:29][CH:28]=1.C(O[BH-](OC(=O)C)OC(=O)C)(=O)C.[Na+]. Product: [CH:1]1([CH2:5][O:6][CH2:7][C:8]2([CH2:21][NH:36][C@@H:34]3[CH2:35][C@H:33]3[C:27]3[CH:32]=[CH:31][CH:30]=[CH:29][CH:28]=3)[CH2:13][CH2:12][N:11]([C:14]([O:16][C:17]([CH3:18])([CH3:19])[CH3:20])=[O:15])[CH2:10][CH2:9]2)[CH2:4][CH2:3][CH2:2]1. The catalyst class is: 2. (2) Reactant: [F:1][C:2]1[CH:7]=[CH:6][CH:5]=[CH:4][C:3]=1[C:8]1[NH:12][CH:11]=[C:10]([CH:13]=[O:14])[CH:9]=1.[H-].[Na+].C1OCCOCCOCCOCCOC1.Cl.[N:33]1[CH:38]=[CH:37][CH:36]=[C:35]([S:39](Cl)(=[O:41])=[O:40])[CH:34]=1. Product: [F:1][C:2]1[CH:7]=[CH:6][CH:5]=[CH:4][C:3]=1[C:8]1[N:12]([S:39]([C:35]2[CH:34]=[N:33][CH:38]=[CH:37][CH:36]=2)(=[O:41])=[O:40])[CH:11]=[C:10]([CH:13]=[O:14])[CH:9]=1. The catalyst class is: 334.